The task is: Predict the reaction yield, written as a fraction of the theoretical maximum amount of product (1.0 means a 100% yield; for example, 0.34 means a 34% yield).. This data is from Reaction yield outcomes from USPTO patents with 853,638 reactions. (1) The reactants are [C:1]([N:4]1[C:13]2[C:8](=[CH:9][C:10](Br)=[CH:11][CH:12]=2)[C@H:7]([NH:15][C:16](=[O:22])[O:17][C:18]([CH3:21])([CH3:20])[CH3:19])[CH2:6][C@@H:5]1[CH3:23])(=[O:3])[CH3:2].C(N(CC)CC)C.[C:31]([Si:33]([CH3:36])([CH3:35])[CH3:34])#[CH:32]. The catalyst is [Cu]I.Cl[Pd](Cl)([P](C1C=CC=CC=1)(C1C=CC=CC=1)C1C=CC=CC=1)[P](C1C=CC=CC=1)(C1C=CC=CC=1)C1C=CC=CC=1.CN(C)C=O. The product is [C:1]([N:4]1[C:13]2[C:8](=[CH:9][C:10]([C:32]#[C:31][Si:33]([CH3:36])([CH3:35])[CH3:34])=[CH:11][CH:12]=2)[C@H:7]([NH:15][C:16](=[O:22])[O:17][C:18]([CH3:21])([CH3:20])[CH3:19])[CH2:6][C@@H:5]1[CH3:23])(=[O:3])[CH3:2]. The yield is 0.810. (2) The reactants are [Cl:1][C:2]1[CH:3]=[C:4]([C:8](=[O:17])[CH2:9][C:10](=O)[C:11]([O:13][CH2:14][CH3:15])=[O:12])[CH:5]=[CH:6][CH:7]=1.Cl.[NH2:19]O. The catalyst is C(O)C. The product is [Cl:1][C:2]1[CH:3]=[C:4]([C:8]2[O:17][N:19]=[C:10]([C:11]([O:13][CH2:14][CH3:15])=[O:12])[CH:9]=2)[CH:5]=[CH:6][CH:7]=1. The yield is 0.740. (3) The reactants are [Cl:1][C:2]1[CH:3]=[C:4]2[C:8](=[CH:9][CH:10]=1)[C:7](=[O:11])[CH:6]([C:12]([O:14][CH3:15])=[O:13])[CH2:5]2.C([O:20]O)(C)(C)C. The catalyst is C1(C)C=CC=CC=1.C(#N)C.CC(C)[O-].[Zr+4].CC(C)[O-].CC(C)[O-].CC(C)[O-]. The product is [Cl:1][C:2]1[CH:3]=[C:4]2[C:8](=[CH:9][CH:10]=1)[C:7](=[O:11])[C:6]([OH:20])([C:12]([O:14][CH3:15])=[O:13])[CH2:5]2. The yield is 0.890. (4) The reactants are [C:1]([O:5][C:6]([NH:8][CH:9]1[CH2:14][CH2:13][N:12]([C:15]2[N:16]([CH2:39][C:40](O)=[O:41])[C:17](=[O:38])[C:18]([C:30]3[CH:35]=[CH:34][C:33]([O:36][CH3:37])=[CH:32][CH:31]=3)=[C:19]([C:21]3[CH:26]=[CH:25][C:24]([C:27]#[N:28])=[C:23]([F:29])[CH:22]=3)[N:20]=2)[CH2:11][CH2:10]1)=[O:7])([CH3:4])([CH3:3])[CH3:2].[NH4+].[Cl-].C[N:46](C(ON1N=NC2C=CC=NC1=2)=[N+](C)C)C.F[P-](F)(F)(F)(F)F.CCN(C(C)C)C(C)C. The catalyst is CN(C=O)C.O. The product is [C:1]([O:5][C:6](=[O:7])[NH:8][CH:9]1[CH2:10][CH2:11][N:12]([C:15]2[N:16]([CH2:39][C:40](=[O:41])[NH2:46])[C:17](=[O:38])[C:18]([C:30]3[CH:35]=[CH:34][C:33]([O:36][CH3:37])=[CH:32][CH:31]=3)=[C:19]([C:21]3[CH:26]=[CH:25][C:24]([C:27]#[N:28])=[C:23]([F:29])[CH:22]=3)[N:20]=2)[CH2:13][CH2:14]1)([CH3:3])([CH3:2])[CH3:4]. The yield is 0.430.